Dataset: Retrosynthesis with 50K atom-mapped reactions and 10 reaction types from USPTO. Task: Predict the reactants needed to synthesize the given product. The reactants are: O=C(O)CCc1ccc(Oc2ccc(O)cc2)cc1.OCCc1ccc(O)cc1. Given the product O=C(CCc1ccc(Oc2ccc(O)cc2)cc1)OCCc1ccc(O)cc1, predict the reactants needed to synthesize it.